This data is from Forward reaction prediction with 1.9M reactions from USPTO patents (1976-2016). The task is: Predict the product of the given reaction. (1) Given the reactants [NH2:1][C:2]1[CH:3]=[C:4]([CH:13]=[CH:14][CH:15]=1)[O:5][C:6]1[CH:7]=[CH:8][C:9]([NH2:12])=[N:10][CH:11]=1.N1C=CC=CC=1.[CH3:22][N:23]1[C:27]([C:28](Cl)=[O:29])=[CH:26][C:25]([CH3:31])=[N:24]1, predict the reaction product. The product is: [NH2:12][C:9]1[N:10]=[CH:11][C:6]([O:5][C:4]2[CH:3]=[C:2]([NH:1][C:28]([C:27]3[N:23]([CH3:22])[N:24]=[C:25]([CH3:31])[CH:26]=3)=[O:29])[CH:15]=[CH:14][CH:13]=2)=[CH:7][CH:8]=1. (2) Given the reactants [CH2:1]([OH:3])[CH3:2].[H-].[Na+].Cl[C:7]1[CH:32]=[CH:31][C:10]([C:11]([NH:13][C:14]2[S:15][C:16]3[C:22]([N:23]4[CH2:28][CH2:27][O:26][CH2:25][CH2:24]4)=[CH:21][CH:20]=[C:19]([O:29][CH3:30])[C:17]=3[N:18]=2)=[O:12])=[CH:9][N:8]=1, predict the reaction product. The product is: [CH2:1]([O:3][C:7]1[CH:32]=[CH:31][C:10]([C:11]([NH:13][C:14]2[S:15][C:16]3[C:22]([N:23]4[CH2:24][CH2:25][O:26][CH2:27][CH2:28]4)=[CH:21][CH:20]=[C:19]([O:29][CH3:30])[C:17]=3[N:18]=2)=[O:12])=[CH:9][N:8]=1)[CH3:2]. (3) Given the reactants [F:1][C:2]([F:19])([F:18])[CH:3]1[CH2:9][CH2:8][N:7]([C:10]2[CH:17]=[CH:16][CH:15]=[CH:14][C:11]=2[CH:12]=[O:13])[CH2:6][CH2:5][NH:4]1.[C:20](O[C:20]([O:22][C:23]([CH3:26])([CH3:25])[CH3:24])=[O:21])([O:22][C:23]([CH3:26])([CH3:25])[CH3:24])=[O:21], predict the reaction product. The product is: [C:23]([O:22][C:20]([N:4]1[CH:3]([C:2]([F:1])([F:18])[F:19])[CH2:9][CH2:8][N:7]([C:10]2[CH:17]=[CH:16][CH:15]=[CH:14][C:11]=2[CH:12]=[O:13])[CH2:6][CH2:5]1)=[O:21])([CH3:26])([CH3:25])[CH3:24]. (4) Given the reactants C[O:2][C:3](=O)[CH2:4][C:5](=O)[CH3:6].Br[CH2:10][C:11]([C:13]1[CH:18]=[C:17]([C:19]([F:22])([F:21])[F:20])[CH:16]=[CH:15][C:14]=1[F:23])=O.[NH2:24][CH2:25][C@H:26]1[CH2:31][CH2:30][C@H:29]([OH:32])[CH2:28][CH2:27]1.[CH:33]1([NH2:39])[CH2:38][CH2:37][CH2:36][CH2:35][CH2:34]1, predict the reaction product. The product is: [CH:33]1([NH:39][C:3]([C:4]2[CH:10]=[C:11]([C:13]3[CH:18]=[C:17]([C:19]([F:22])([F:21])[F:20])[CH:16]=[CH:15][C:14]=3[F:23])[N:24]([CH2:25][CH:26]3[CH2:31][CH2:30][CH:29]([OH:32])[CH2:28][CH2:27]3)[C:5]=2[CH3:6])=[O:2])[CH2:38][CH2:37][CH2:36][CH2:35][CH2:34]1. (5) Given the reactants [F:1][C:2]([F:32])([F:31])[C:3]1[CH:26]=[C:25]([C:27]([F:30])([F:29])[F:28])[CH:24]=[CH:23][C:4]=1[CH2:5][N:6]1[CH2:11][CH2:10][CH:9](/[CH:12]=[C:13]2/[C:14]([NH:19][CH2:20][C:21]#[CH:22])=[N:15][C:16](=[O:18])[S:17]/2)[CH2:8][CH2:7]1.[C:33]([OH:40])(=[O:39])/[CH:34]=[CH:35]/[C:36]([OH:38])=[O:37], predict the reaction product. The product is: [C:33]([OH:40])(=[O:39])/[CH:34]=[CH:35]/[C:36]([OH:38])=[O:37].[F:32][C:2]([F:1])([F:31])[C:3]1[CH:26]=[C:25]([C:27]([F:29])([F:30])[F:28])[CH:24]=[CH:23][C:4]=1[CH2:5][N:6]1[CH2:7][CH2:8][CH:9](/[CH:12]=[C:13]2/[C:14]([NH:19][CH2:20][C:21]#[CH:22])=[N:15][C:16](=[O:18])[S:17]/2)[CH2:10][CH2:11]1. (6) Given the reactants [Cl:1][C:2]1[CH:3]=[C:4]([OH:9])[CH:5]=[C:6]([Cl:8])[CH:7]=1.[Cl:10][C:11]1[CH:12]=[C:13]([C:18]2[C:30]([O:31][CH:32]([F:34])[F:33])=[CH:29][C:21]([C:22]([NH:24][S:25]([CH3:28])(=[O:27])=[O:26])=[O:23])=[C:20]([F:35])[CH:19]=2)[CH:14]=[N:15][C:16]=1F.C(=O)([O-])[O-].[Cs+].[Cs+], predict the reaction product. The product is: [Cl:10][C:11]1[CH:12]=[C:13]([C:18]2[C:30]([O:31][CH:32]([F:33])[F:34])=[CH:29][C:21]([C:22]([NH:24][S:25]([CH3:28])(=[O:26])=[O:27])=[O:23])=[C:20]([F:35])[CH:19]=2)[CH:14]=[N:15][C:16]=1[O:9][C:4]1[CH:3]=[C:2]([Cl:1])[CH:7]=[C:6]([Cl:8])[CH:5]=1. (7) The product is: [OH:8][C:9]1[CH:14]=[C:13]([OH:15])[C:12]([CH:23]([CH3:24])[CH3:25])=[CH:11][C:10]=1[C:26]([N:28]1[CH2:36][C:35]2[C:30](=[C:31]([CH3:43])[CH:32]=[C:33]([O:37][CH2:38][CH2:39][N:40]([CH3:42])[CH3:41])[CH:34]=2)[CH2:29]1)=[O:27]. Given the reactants C([O:8][C:9]1[CH:14]=[C:13]([O:15]CC2C=CC=CC=2)[C:12]([C:23]([CH3:25])=[CH2:24])=[CH:11][C:10]=1[C:26]([N:28]1[CH2:36][C:35]2[C:30](=[CH:31][CH:32]=[C:33]([O:37][CH2:38][CH2:39][N:40]([CH3:42])[CH3:41])[CH:34]=2)[CH2:29]1)=[O:27])C1C=CC=CC=1.[CH3:43]O, predict the reaction product. (8) Given the reactants Br[C:2]1[C:11]2[C:6](=[CH:7][C:8]([CH2:14][CH3:15])=[C:9]([O:12][CH3:13])[CH:10]=2)[N:5]=[N:4][CH:3]=1.[CH3:16][O:17][C:18]1[CH:27]=[C:26]2[C:21]([CH2:22][CH2:23][NH:24][C:25]2=[O:28])=[CH:20][CH:19]=1.C(=O)([O-])[O-].[K+].[K+].CNCCNC, predict the reaction product. The product is: [CH2:14]([C:8]1[CH:7]=[C:6]2[C:11]([C:2]([N:24]3[CH2:23][CH2:22][C:21]4[C:26](=[CH:27][C:18]([O:17][CH3:16])=[CH:19][CH:20]=4)[C:25]3=[O:28])=[CH:3][N:4]=[N:5]2)=[CH:10][C:9]=1[O:12][CH3:13])[CH3:15]. (9) The product is: [CH3:24][O:23][C:10]1[CH:11]=[C:12]([C:15]([N:17]2[CH2:22][CH2:21][O:20][CH2:19][CH2:18]2)=[O:16])[CH:13]=[CH:14][C:9]=1[NH:8][C:5]1[N:4]=[C:3]([NH:25][CH3:26])[C:2]([C:33](=[O:34])[CH3:32])=[CH:7][N:6]=1. Given the reactants Br[C:2]1[C:3]([NH:25][CH3:26])=[N:4][C:5]([NH:8][C:9]2[CH:14]=[CH:13][C:12]([C:15]([N:17]3[CH2:22][CH2:21][O:20][CH2:19][CH2:18]3)=[O:16])=[CH:11][C:10]=2[O:23][CH3:24])=[N:6][CH:7]=1.C([Sn](CCCC)(CCCC)[CH:32]=[CH:33][O:34]CC)CCC, predict the reaction product.